From a dataset of Aqueous solubility values for 9,982 compounds from the AqSolDB database. Regression/Classification. Given a drug SMILES string, predict its absorption, distribution, metabolism, or excretion properties. Task type varies by dataset: regression for continuous measurements (e.g., permeability, clearance, half-life) or binary classification for categorical outcomes (e.g., BBB penetration, CYP inhibition). For this dataset (solubility_aqsoldb), we predict Y. (1) The compound is Clc1ccc(-c2ccc(Cl)c(Cl)c2)cc1Cl. The Y is -8.53 log mol/L. (2) The drug is CCc1ccc(O)cc1. The Y is -1.40 log mol/L. (3) The molecule is CC(C)COC(N)=O. The Y is -0.300 log mol/L.